Dataset: Full USPTO retrosynthesis dataset with 1.9M reactions from patents (1976-2016). Task: Predict the reactants needed to synthesize the given product. (1) Given the product [CH2:15]([S:14][CH2:13][CH2:12][N:7]1[C:8]2[CH:9]=[C:10]3[NH:11][C:22]([NH:23][C:24](=[O:31])[C:25]4[CH:30]=[CH:29][CH:28]=[CH:27][CH:26]=4)=[N:1][C:2]3=[CH:3][C:4]=2[C:5]([CH3:18])([CH3:19])[C:6]1=[O:17])[CH3:16], predict the reactants needed to synthesize it. The reactants are: [NH2:1][C:2]1[CH:3]=[C:4]2[C:8](=[CH:9][C:10]=1[NH2:11])[N:7]([CH2:12][CH2:13][S:14][CH2:15][CH3:16])[C:6](=[O:17])[C:5]2([CH3:19])[CH3:18].CS[C:22](SC)=[N:23][C:24](=[O:31])[C:25]1[CH:30]=[CH:29][CH:28]=[CH:27][CH:26]=1. (2) Given the product [CH:1]1([N:5]2[CH2:6][CH2:7][N:8]([C:11]3[C:12]4[CH2:20][CH2:19][N:18]([C:22]5[CH:27]=[CH:26][C:25]([C:28](=[O:30])[CH3:29])=[CH:24][CH:23]=5)[CH2:17][C:13]=4[N:14]=[CH:15][N:16]=3)[CH2:9][CH2:10]2)[CH2:4][CH2:3][CH2:2]1, predict the reactants needed to synthesize it. The reactants are: [CH:1]1([N:5]2[CH2:10][CH2:9][N:8]([C:11]3[C:12]4[CH2:20][CH2:19][NH:18][CH2:17][C:13]=4[N:14]=[CH:15][N:16]=3)[CH2:7][CH2:6]2)[CH2:4][CH2:3][CH2:2]1.Br[C:22]1[CH:27]=[CH:26][C:25]([C:28](=[O:30])[CH3:29])=[CH:24][CH:23]=1.C([O-])([O-])=O.[Cs+].[Cs+].C1C=CC(P(C2C(C3C(P(C4C=CC=CC=4)C4C=CC=CC=4)=CC=C4C=3C=CC=C4)=C3C(C=CC=C3)=CC=2)C2C=CC=CC=2)=CC=1.